From a dataset of Forward reaction prediction with 1.9M reactions from USPTO patents (1976-2016). Predict the product of the given reaction. (1) Given the reactants [Br:1][C:2]1[CH:3]=[C:4]([N:9]([CH2:14][CH2:15][CH2:16]Cl)[S:10](=[O:13])(=[O:12])[NH2:11])[C:5]([CH3:8])=[N:6][CH:7]=1.C(=O)([O-])[O-].[K+].[K+], predict the reaction product. The product is: [Br:1][C:2]1[CH:3]=[C:4]([N:9]2[CH2:14][CH2:15][CH2:16][NH:11][S:10]2(=[O:13])=[O:12])[C:5]([CH3:8])=[N:6][CH:7]=1. (2) The product is: [Cl:4][CH2:5][C:6]([C:19]1[CH:20]=[C:16]([C:13]2[CH:14]=[CH:15][C:10]([Cl:9])=[CH:11][CH:12]=2)[S:17][C:18]=1[CH3:21])=[O:7]. Given the reactants C(=S)=S.[Cl:4][CH2:5][C:6](Cl)=[O:7].[Cl:9][C:10]1[CH:15]=[CH:14][C:13]([C:16]2[S:17][C:18]([CH3:21])=[CH:19][CH:20]=2)=[CH:12][CH:11]=1, predict the reaction product. (3) Given the reactants [F:1][C:2]([F:30])([F:29])[C:3]1[CH:4]=[C:5]([CH:22]=[C:23]([C:25]([F:28])([F:27])[F:26])[CH:24]=1)[CH2:6][O:7][CH2:8][C:9]1([C:16]2[CH:21]=[CH:20][CH:19]=[CH:18][CH:17]=2)[CH2:15][CH2:14][CH2:13][NH:12][CH2:11][CH2:10]1.[CH:31]1([CH:34]=O)[CH2:33][CH2:32]1.C([BH3-])#N.[Na+], predict the reaction product. The product is: [F:30][C:2]([F:29])([F:1])[C:3]1[CH:4]=[C:5]([CH:22]=[C:23]([C:25]([F:28])([F:27])[F:26])[CH:24]=1)[CH2:6][O:7][CH2:8][C:9]1([C:16]2[CH:21]=[CH:20][CH:19]=[CH:18][CH:17]=2)[CH2:15][CH2:14][CH2:13][N:12]([CH2:34][CH:31]2[CH2:33][CH2:32]2)[CH2:11][CH2:10]1. (4) Given the reactants [CH2:1]([C:3]1[C:8]([CH3:9])=[CH:7][N+:6]([O-])=[C:5]([CH3:11])[C:4]=1[CH3:12])[CH3:2].[C:13]([O:16]C(=O)C)(=[O:15])[CH3:14], predict the reaction product. The product is: [C:13]([O:16][CH2:11][C:5]1[C:4]([CH3:12])=[C:3]([CH2:1][CH3:2])[C:8]([CH3:9])=[CH:7][N:6]=1)(=[O:15])[CH3:14]. (5) Given the reactants [N+](C1C=CC(O[C:11]([N:13]2[CH2:18][CH2:17][CH:16]([C:19]3[CH:24]=[CH:23][C:22]([NH:25][C:26]([C:28]4[N:29]=[C:30]([C:37]5[CH:42]=[CH:41][CH:40]=[CH:39][CH:38]=5)[O:31][C:32]=4[C:33]([F:36])([F:35])[F:34])=[O:27])=[CH:21][CH:20]=3)[CH2:15][CH2:14]2)=[O:12])=CC=1)([O-])=O.C([O:45][C:46]([CH:48]1[CH2:53][CH2:52][NH:51][CH2:50][CH2:49]1)=[O:47])C, predict the reaction product. The product is: [C:37]1([C:30]2[O:31][C:32]([C:33]([F:34])([F:36])[F:35])=[C:28]([C:26]([NH:25][C:22]3[CH:21]=[CH:20][C:19]([CH:16]4[CH2:15][CH2:14][N:13]([C:11]([N:51]5[CH2:52][CH2:53][CH:48]([C:46]([OH:47])=[O:45])[CH2:49][CH2:50]5)=[O:12])[CH2:18][CH2:17]4)=[CH:24][CH:23]=3)=[O:27])[N:29]=2)[CH:42]=[CH:41][CH:40]=[CH:39][CH:38]=1. (6) Given the reactants [Cl:1][C:2]1[CH:18]=[CH:17][C:5]2[CH2:6][CH2:7][N:8]([C:11](=[O:16])[C:12]([F:15])([F:14])[F:13])[CH2:9][CH2:10][C:4]=2[C:3]=1OS(C(F)(F)F)(=O)=O.[CH:27]1([CH2:30][NH:31][C:32]2[S:36][N:35]=[C:34]([C:37]3[CH:44]=[CH:43][C:40]([CH2:41][NH2:42])=[CH:39][CH:38]=3)[CH:33]=2)[CH2:29][CH2:28]1, predict the reaction product. The product is: [Cl:1][C:2]1[CH:18]=[CH:17][C:5]2[CH2:6][CH2:7][N:8]([C:11](=[O:16])[C:12]([F:15])([F:13])[F:14])[CH2:9][CH2:10][C:4]=2[C:3]=1[NH:42][CH2:41][C:40]1[CH:39]=[CH:38][C:37]([C:34]2[CH:33]=[C:32]([NH:31][CH2:30][CH:27]3[CH2:29][CH2:28]3)[S:36][N:35]=2)=[CH:44][CH:43]=1. (7) Given the reactants [C:1]([O:4][C:5](=[O:7])[CH3:6])(=O)[CH3:2].[Cl:8][C:9]1[CH:14]=CC(O)=[CH:11][CH:10]=1.[OH-].[Na+], predict the reaction product. The product is: [C:5]([O:4][C:1]1[CH:11]=[CH:10][C:9]([Cl:8])=[CH:14][CH:2]=1)(=[O:7])[CH3:6]. (8) Given the reactants [Cl-].[C:2]([C:4]1[C:16]([N+:17]([O-])=O)=[CH:15][CH:14]=[CH:13][C:5]=1[O:6][CH2:7][C@@H:8]1[CH2:12][CH2:11][CH2:10][NH2+:9]1)#[N:3].CCN(CC)CC.[C:27](Cl)(=[O:29])[CH3:28], predict the reaction product. The product is: [NH2:17][C:16]1[CH:15]=[CH:14][CH:13]=[C:5]([O:6][CH2:7][C@@H:8]2[CH2:12][CH2:11][CH2:10][N:9]2[C:27](=[O:29])[CH3:28])[C:4]=1[C:2]#[N:3]. (9) Given the reactants [N:1]1[S:5][N:4]=[C:3]2[CH:6]=[C:7]([C:10](O)=[O:11])[CH:8]=[CH:9][C:2]=12.C(N(CC)CC)C.C(OC(Cl)=O)C(C)C.[BH4-].[Na+], predict the reaction product. The product is: [N:1]1[S:5][N:4]=[C:3]2[CH:6]=[C:7]([CH2:10][OH:11])[CH:8]=[CH:9][C:2]=12.